From a dataset of Forward reaction prediction with 1.9M reactions from USPTO patents (1976-2016). Predict the product of the given reaction. (1) The product is: [Br:24][C:22]1[CH:21]=[CH:20][C:18]2[N:19]=[C:15]([C:12]3[CH:13]=[CH:14][C:9]([O:8][CH2:1][CH2:2][CH2:3][CH2:4][CH2:5][CH2:6][CH3:7])=[CH:10][CH:11]=3)[S:16][C:17]=2[CH:23]=1. Given the reactants [CH2:1]([O:8][C:9]1[CH:14]=[CH:13][C:12]([C:15]2[S:16][C:17]3[CH:23]=[CH:22][CH:21]=[CH:20][C:18]=3[N:19]=2)=[CH:11][CH:10]=1)[CH2:2][CH2:3][CH2:4][CH2:5][CH2:6][CH3:7].[Br:24]Br, predict the reaction product. (2) Given the reactants Cl[C:2]1[N:10]=[C:9]2[C:5]([NH:6][CH:7]=[N:8]2)=[C:4](Cl)[N:3]=1.C(OCC)(=O)C.O1C=CCCC1.C(NCC)C, predict the reaction product. The product is: [N:3]1[CH:4]=[C:5]2[C:9]([N:8]=[CH:7][NH:6]2)=[N:10][CH:2]=1.